The task is: Binary Classification. Given a drug SMILES string, predict its activity (active/inactive) in a high-throughput screening assay against a specified biological target.. This data is from KCNQ2 potassium channel screen with 302,405 compounds. (1) The compound is O(C(=O)Cn1c2c(c(c1)C(OC)=O)cccc2)CC. The result is 0 (inactive). (2) The molecule is ClC=1C(=O)N(C2CCCCC2)C(=O)C1Nc1ccc(cc1)C. The result is 0 (inactive). (3) The drug is O1c2cc(CN3CCN(CC3)c3nc4n(c(=O)c3/C=C(\C(=O)N)C#N)cccc4C)ccc2OC1. The result is 0 (inactive). (4) The compound is s1c(C2CC=3NC(=C(C(C3C(=O)C2)c2oc(cc2)C)C(OC2CCCC2)=O)C)ccc1. The result is 0 (inactive).